This data is from Forward reaction prediction with 1.9M reactions from USPTO patents (1976-2016). The task is: Predict the product of the given reaction. (1) The product is: [Br:1][C:2]1[CH:3]=[N:4][CH:5]=[C:6]2[N:10]([CH2:11][C:12]3[CH:17]=[C:16]([Cl:18])[CH:15]=[CH:14][C:13]=3[O:19][CH2:20][C:21]3[CH:26]=[CH:25][C:24]([Cl:27])=[CH:23][C:22]=3[F:28])[CH2:9][CH2:8][C:7]=12. Given the reactants [Br:1][C:2]1[CH:3]=[N:4][CH:5]=[C:6](F)[C:7]=1[CH2:8][CH2:9][NH:10][CH2:11][C:12]1[CH:17]=[C:16]([Cl:18])[CH:15]=[CH:14][C:13]=1[O:19][CH2:20][C:21]1[CH:26]=[CH:25][C:24]([Cl:27])=[CH:23][C:22]=1[F:28].C([O-])([O-])=O.[K+].[K+], predict the reaction product. (2) Given the reactants CON(C)[C:4]([C:6]1[N:7]=[C:8]2[CH:24]=[CH:23][C:22]([N:25]3[CH2:30][CH2:29][O:28][CH2:27][CH2:26]3)=[CH:21][N:9]2[C:10](=[O:20])[C:11]=1[O:12][CH2:13][C:14]1[CH:19]=[CH:18][CH:17]=[CH:16][CH:15]=1)=[O:5].[H-].[H-].[H-].[H-].[Li+].[Al+3], predict the reaction product. The product is: [CH2:13]([O:12][C:11]1[C:10](=[O:20])[N:9]2[CH:21]=[C:22]([N:25]3[CH2:26][CH2:27][O:28][CH2:29][CH2:30]3)[CH:23]=[CH:24][C:8]2=[N:7][C:6]=1[CH:4]=[O:5])[C:14]1[CH:15]=[CH:16][CH:17]=[CH:18][CH:19]=1.